From a dataset of Full USPTO retrosynthesis dataset with 1.9M reactions from patents (1976-2016). Predict the reactants needed to synthesize the given product. (1) Given the product [CH2:1]([N:3]1[CH2:8][CH2:7][N:6]([CH2:9][C:10]([OH:12])=[O:11])[CH2:5][CH2:4]1)[CH3:2], predict the reactants needed to synthesize it. The reactants are: [CH2:1]([N:3]1[CH2:8][CH2:7][N:6]([CH2:9][C:10]([O:12]CC)=[O:11])[CH2:5][CH2:4]1)[CH3:2]. (2) Given the product [C:18]([C:17]1[CH:20]=[CH:21][C:14]([NH:13][C:10]2[N:9]=[C:8]([NH:22][CH2:23][CH2:24][CH3:25])[C:7]([C:6]#[C:5][CH2:4][CH2:3][CH2:2][NH:26][C:27]([CH3:39])([CH3:38])[CH2:28][N:29]([CH3:37])[C:30](=[O:36])[O:31][C:32]([CH3:33])([CH3:34])[CH3:35])=[CH:12][N:11]=2)=[CH:15][CH:16]=1)#[N:19], predict the reactants needed to synthesize it. The reactants are: O=[CH:2][CH2:3][CH2:4][C:5]#[C:6][C:7]1[C:8]([NH:22][CH2:23][CH2:24][CH3:25])=[N:9][C:10]([NH:13][C:14]2[CH:21]=[CH:20][C:17]([C:18]#[N:19])=[CH:16][CH:15]=2)=[N:11][CH:12]=1.[NH2:26][C:27]([CH3:39])([CH3:38])[CH2:28][N:29]([CH3:37])[C:30](=[O:36])[O:31][C:32]([CH3:35])([CH3:34])[CH3:33].C(O[BH-](OC(=O)C)OC(=O)C)(=O)C.[Na+].C(=O)([O-])O.[Na+].